From a dataset of Peptide-MHC class I binding affinity with 185,985 pairs from IEDB/IMGT. Regression. Given a peptide amino acid sequence and an MHC pseudo amino acid sequence, predict their binding affinity value. This is MHC class I binding data. (1) The peptide sequence is MEFNSLLAI. The MHC is HLA-A25:01 with pseudo-sequence HLA-A25:01. The binding affinity (normalized) is 0.0847. (2) The peptide sequence is RPSGDLRQRLL. The MHC is HLA-B27:05 with pseudo-sequence HLA-B27:05. The binding affinity (normalized) is 0.